From a dataset of NCI-60 drug combinations with 297,098 pairs across 59 cell lines. Regression. Given two drug SMILES strings and cell line genomic features, predict the synergy score measuring deviation from expected non-interaction effect. (1) Drug 1: CN1C(=O)N2C=NC(=C2N=N1)C(=O)N. Drug 2: CC1=C2C(C(=O)C3(C(CC4C(C3C(C(C2(C)C)(CC1OC(=O)C(C(C5=CC=CC=C5)NC(=O)OC(C)(C)C)O)O)OC(=O)C6=CC=CC=C6)(CO4)OC(=O)C)O)C)O. Cell line: TK-10. Synergy scores: CSS=-8.49, Synergy_ZIP=7.19, Synergy_Bliss=5.47, Synergy_Loewe=-4.24, Synergy_HSA=-9.61. (2) Drug 1: CC12CCC3C(C1CCC2O)C(CC4=C3C=CC(=C4)O)CCCCCCCCCS(=O)CCCC(C(F)(F)F)(F)F. Drug 2: C1=NC2=C(N1)C(=S)N=CN2. Cell line: 786-0. Synergy scores: CSS=41.1, Synergy_ZIP=0.0647, Synergy_Bliss=0.00241, Synergy_Loewe=-0.875, Synergy_HSA=-1.39. (3) Drug 1: CN1CCC(CC1)COC2=C(C=C3C(=C2)N=CN=C3NC4=C(C=C(C=C4)Br)F)OC. Drug 2: C#CCC(CC1=CN=C2C(=N1)C(=NC(=N2)N)N)C3=CC=C(C=C3)C(=O)NC(CCC(=O)O)C(=O)O. Cell line: SK-MEL-28. Synergy scores: CSS=-6.30, Synergy_ZIP=0.647, Synergy_Bliss=-2.75, Synergy_Loewe=-6.66, Synergy_HSA=-6.34. (4) Drug 1: C(CC(=O)O)C(=O)CN.Cl. Drug 2: CS(=O)(=O)OCCCCOS(=O)(=O)C. Cell line: OVCAR-5. Synergy scores: CSS=34.2, Synergy_ZIP=-3.82, Synergy_Bliss=-4.72, Synergy_Loewe=-7.28, Synergy_HSA=-1.27. (5) Drug 1: C1=CN(C=N1)CC(O)(P(=O)(O)O)P(=O)(O)O. Drug 2: C(=O)(N)NO. Cell line: SNB-75. Synergy scores: CSS=1.90, Synergy_ZIP=2.59, Synergy_Bliss=5.75, Synergy_Loewe=3.46, Synergy_HSA=2.41.